This data is from Full USPTO retrosynthesis dataset with 1.9M reactions from patents (1976-2016). The task is: Predict the reactants needed to synthesize the given product. Given the product [F:21][C:22]1[CH:29]=[CH:28][C:25]([CH2:26][NH:27][C:14]([C:9]2[N:8]=[C:7]3[N:6]([C:11](=[O:12])[C:10]=2[OH:13])[CH2:5][C:4](=[O:19])[N:3]([CH3:20])[N:2]3[CH3:1])=[O:16])=[CH:24][C:23]=1[CH3:30], predict the reactants needed to synthesize it. The reactants are: [CH3:1][N:2]1[C:7]2=[N:8][C:9]([C:14]([O:16]CC)=O)=[C:10]([OH:13])[C:11](=[O:12])[N:6]2[CH2:5][C:4](=[O:19])[N:3]1[CH3:20].[F:21][C:22]1[CH:29]=[CH:28][C:25]([CH2:26][NH2:27])=[CH:24][C:23]=1[CH3:30].